From a dataset of Forward reaction prediction with 1.9M reactions from USPTO patents (1976-2016). Predict the product of the given reaction. (1) Given the reactants Cl[C:2]1[C:11]2[C:6](=[N:7][CH:8]=[CH:9][N:10]=2)[N:5]=[CH:4][N:3]=1.[NH3:12], predict the reaction product. The product is: [N:5]1[C:6]2[C:11](=[N:10][CH:9]=[CH:8][N:7]=2)[C:2]([NH2:12])=[N:3][CH:4]=1. (2) Given the reactants [CH:1]([C:4]1[CH:5]=[CH:6][C:7]2[O:11][C:10]([S:12](Cl)(=[O:14])=[O:13])=[C:9]([CH3:16])[C:8]=2[CH:17]=1)([CH3:3])[CH3:2].[NH2:18][C:19]1[CH:20]=[C:21]([C:25]2[NH:29][N:28]=[N:27][N:26]=2)[CH:22]=[CH:23][CH:24]=1, predict the reaction product. The product is: [CH:1]([C:4]1[CH:5]=[CH:6][C:7]2[O:11][C:10]([S:12]([NH:18][C:19]3[CH:24]=[CH:23][CH:22]=[C:21]([C:25]4[NH:29][N:28]=[N:27][N:26]=4)[CH:20]=3)(=[O:14])=[O:13])=[C:9]([CH3:16])[C:8]=2[CH:17]=1)([CH3:3])[CH3:2]. (3) Given the reactants [CH3:1][C:2]1([CH3:11])[CH2:7][C:6](=[O:8])[CH2:5][C:4]([CH3:10])([CH3:9])[NH:3]1.[OH2:12], predict the reaction product. The product is: [OH:12][N:3]1[C:4]([CH3:10])([CH3:9])[CH2:5][C:6](=[O:8])[CH2:7][C:2]1([CH3:11])[CH3:1]. (4) The product is: [N+:15]([C:14]1[C:4]([N+:1]([O-:3])=[O:2])=[CH:5][C:6]2[CH:7]3[CH2:18][CH:11]([CH2:10][NH:9][CH2:8]3)[C:12]=2[CH:13]=1)([O-:17])=[O:16]. Given the reactants [N+:1]([C:4]1[C:14]([N+:15]([O-:17])=[O:16])=[CH:13][C:12]2[CH:11]3[CH2:18][CH:7]([CH2:8][N:9](C(=O)C(F)(F)F)[CH2:10]3)[C:6]=2[CH:5]=1)([O-:3])=[O:2].C([O-])([O-])=O.[Na+].[Na+].O, predict the reaction product. (5) Given the reactants [CH2:1]([O:8][C:9]1[C:14]2[NH:15][C:16](=[O:18])[S:17][C:13]=2[C:12]([C@@H:19]([OH:22])[CH2:20]Br)=[CH:11][CH:10]=1)[C:2]1[CH:7]=[CH:6][CH:5]=[CH:4][CH:3]=1.[N-:23]=[N+:24]=[N-:25].[Na+].[I-].[Na+], predict the reaction product. The product is: [N:23]([CH2:20][C@@H:19]([C:12]1[C:13]2[S:17][C:16](=[O:18])[NH:15][C:14]=2[C:9]([O:8][CH2:1][C:2]2[CH:7]=[CH:6][CH:5]=[CH:4][CH:3]=2)=[CH:10][CH:11]=1)[OH:22])=[N+:24]=[N-:25]. (6) Given the reactants [Cl:1][C:2]1[CH:26]=[CH:25][C:24]([Cl:27])=[CH:23][C:3]=1[O:4][C:5]1[C:10]([C:11]([NH:13][C:14]2[C:15]([N:20]([CH3:22])[CH3:21])=[N:16][CH:17]=[CH:18][CH:19]=2)=[O:12])=[CH:9][N:8]=[CH:7][CH:6]=1.[CH3:28]CCCCCC.C(OCC)(=O)C, predict the reaction product. The product is: [Cl:1][C:2]1[CH:26]=[CH:25][C:24]([Cl:27])=[CH:23][C:3]=1[O:4][C:5]1[C:10]([C:11]([N:13]([C:14]2[C:15]([N:20]([CH3:22])[CH3:21])=[N:16][CH:17]=[CH:18][CH:19]=2)[CH3:28])=[O:12])=[CH:9][N:8]=[CH:7][CH:6]=1.